From a dataset of Ames mutagenicity test results for genotoxicity prediction. Regression/Classification. Given a drug SMILES string, predict its toxicity properties. Task type varies by dataset: regression for continuous values (e.g., LD50, hERG inhibition percentage) or binary classification for toxic/non-toxic outcomes (e.g., AMES mutagenicity, cardiotoxicity, hepatotoxicity). Dataset: ames. (1) The drug is Cc1cccc(Nc2cc(Cl)nc(SCC(=O)O)n2)c1C. The result is 0 (non-mutagenic). (2) The molecule is CC(C)CC1NC(=O)CNC1=O. The result is 0 (non-mutagenic). (3) The drug is Oc1c(Cl)c(Cl)c(Cl)c(Cl)c1Cl. The result is 0 (non-mutagenic). (4) The compound is CN1CCN(c2cc3c(cc2F)n2c(=O)n(O)c(=O)cc2n3C2CC2)CC1. The result is 1 (mutagenic). (5) The compound is CC1C(=O)OC2CCN3CC=C(COC(=O)C(C)(O)C1(C)O)C23. The result is 0 (non-mutagenic). (6) The molecule is CN(C)C1C(=O)C(C(N)=O)C(=O)C2(O)C(=O)C3C(=O)c4c(O)cccc4C(C)(O)C3C(O)C12. The result is 0 (non-mutagenic). (7) The drug is Cc1ccc(N=[N+]([O-])c2ccc(C)c(N)c2)cc1N. The result is 1 (mutagenic). (8) The molecule is COC(C)=O. The result is 0 (non-mutagenic). (9) The compound is CC(C)(C)CNC(=O)/C=C/c1ccc([N+](=O)[O-])o1. The result is 1 (mutagenic). (10) The compound is Oc1cccc(Cl)c1Cl. The result is 0 (non-mutagenic).